Task: Predict the product of the given reaction.. Dataset: Forward reaction prediction with 1.9M reactions from USPTO patents (1976-2016) (1) The product is: [Cl:1][C:2]1[N:6]([CH2:19][CH2:20][NH:21][C:22](=[O:28])[O:23][C:24]([CH3:27])([CH3:26])[CH3:25])[CH:5]=[C:4]([C:7]#[N:8])[C:3]=1[C:9]1[CH:14]=[CH:13][CH:12]=[C:11]([F:15])[CH:10]=1. Given the reactants [Cl:1][C:2]1[NH:6][CH:5]=[C:4]([C:7]#[N:8])[C:3]=1[C:9]1[CH:14]=[CH:13][CH:12]=[C:11]([F:15])[CH:10]=1.[OH-].[Na+].Br[CH2:19][CH2:20][NH:21][C:22](=[O:28])[O:23][C:24]([CH3:27])([CH3:26])[CH3:25], predict the reaction product. (2) Given the reactants [NH2:1][C:2]1[CH:7]=[C:6]([O:8][CH2:9][C:10]2[CH:15]=[CH:14][CH:13]=[CH:12][CH:11]=2)[CH:5]=[CH:4][C:3]=1[S:16][C:17]1[CH:22]=[CH:21][C:20]([OH:23])=[CH:19][CH:18]=1.[C:24]([C:28]1[N:33]=[C:32]([N:34]=[CH:35]N(C)C)[C:31]([C:39]#[N:40])=[CH:30][CH:29]=1)([CH3:27])([CH3:26])[CH3:25], predict the reaction product. The product is: [CH2:9]([O:8][C:6]1[CH:5]=[CH:4][C:3]([S:16][C:17]2[CH:18]=[CH:19][C:20]([OH:23])=[CH:21][CH:22]=2)=[C:2]([NH:1][C:39]2[C:31]3[CH:30]=[CH:29][C:28]([C:24]([CH3:25])([CH3:26])[CH3:27])=[N:33][C:32]=3[N:34]=[CH:35][N:40]=2)[CH:7]=1)[C:10]1[CH:11]=[CH:12][CH:13]=[CH:14][CH:15]=1. (3) Given the reactants COC[O:4][C:5]1[C:10]2[C:11]3([CH2:14][O:15][C:9]=2[CH:8]=[CH:7][CH:6]=1)[CH2:13][CH2:12]3.O, predict the reaction product. The product is: [C:11]12([C:10]3=[C:5]([OH:4])[CH:6]=[CH:7][CH:8]=[C:9]3[O:15][CH2:14]1)[CH2:13][CH2:12]2. (4) Given the reactants [Cl:1][C:2]1[S:6][C:5]([C:7]([NH:9][CH2:10][C:11]2[N:12]=[CH:13][N:14]([C:16]3[CH:21]=[CH:20][C:19](I)=[CH:18][CH:17]=3)[CH:15]=2)=[O:8])=[CH:4][CH:3]=1.[OH:23][C:24]1[CH:29]=[CH:28][CH:27]=[C:26]([CH3:30])[N:25]=1.OC1C=CC=C2C=1N=CC=C2.C([O-])([O-])=O.[K+].[K+], predict the reaction product. The product is: [Cl:1][C:2]1[S:6][C:5]([C:7]([NH:9][CH2:10][C:11]2[N:12]=[CH:13][N:14]([C:16]3[CH:21]=[CH:20][C:19]([N:25]4[C:26]([CH3:30])=[CH:27][CH:28]=[CH:29][C:24]4=[O:23])=[CH:18][CH:17]=3)[CH:15]=2)=[O:8])=[CH:4][CH:3]=1. (5) The product is: [Cl:1][C:2]1[CH:10]=[CH:9][CH:8]=[C:7]2[C:3]=1[C:4]([C:19]([C:16]1[CH:17]=[CH:18][C:13]([O:12][CH3:11])=[CH:14][CH:15]=1)([CH3:21])[CH3:20])=[CH:5][NH:6]2. Given the reactants [Cl:1][C:2]1[CH:10]=[CH:9][CH:8]=[C:7]2[C:3]=1[CH:4]=[CH:5][NH:6]2.[CH3:11][O:12][C:13]1[CH:18]=[CH:17][C:16]([C:19](O)([CH3:21])[CH3:20])=[CH:15][CH:14]=1.FC(F)(F)C(O)=O.C(=O)([O-])O.[Na+], predict the reaction product.